Dataset: Reaction yield outcomes from USPTO patents with 853,638 reactions. Task: Predict the reaction yield, written as a fraction of the theoretical maximum amount of product (1.0 means a 100% yield; for example, 0.34 means a 34% yield). The reactants are [C:1]1([CH3:11])[CH:6]=[CH:5][C:4]([S:7]([NH2:10])(=[O:9])=[O:8])=[CH:3][CH:2]=1.[H-].[Na+].Br[CH2:15][C:16]1[C:21]([CH2:22]Br)=[C:20]([F:24])[CH:19]=[CH:18][C:17]=1[F:25]. The catalyst is CN(C)C=O. The product is [F:24][C:20]1[CH:19]=[CH:18][C:17]([F:25])=[C:16]2[C:21]=1[CH2:22][N:10]([S:7]([C:4]1[CH:3]=[CH:2][C:1]([CH3:11])=[CH:6][CH:5]=1)(=[O:8])=[O:9])[CH2:15]2. The yield is 0.560.